This data is from Peptide-MHC class I binding affinity with 185,985 pairs from IEDB/IMGT. The task is: Regression. Given a peptide amino acid sequence and an MHC pseudo amino acid sequence, predict their binding affinity value. This is MHC class I binding data. (1) The peptide sequence is IQKNPDGSW. The MHC is HLA-A02:01 with pseudo-sequence HLA-A02:01. The binding affinity (normalized) is 0.0847. (2) The peptide sequence is ARIDARIDF. The MHC is HLA-B15:01 with pseudo-sequence HLA-B15:01. The binding affinity (normalized) is 0.0847. (3) The peptide sequence is IEKMNTQFTA. The MHC is Mamu-A11 with pseudo-sequence Mamu-A11. The binding affinity (normalized) is 0.474. (4) The peptide sequence is FLYNVYPGA. The MHC is HLA-A02:01 with pseudo-sequence HLA-A02:01. The binding affinity (normalized) is 0.976. (5) The peptide sequence is LECFVRSSPAS. The MHC is H-2-Db with pseudo-sequence H-2-Db. The binding affinity (normalized) is 0. (6) The peptide sequence is ATPYDINQML. The MHC is HLA-A30:02 with pseudo-sequence HLA-A30:02. The binding affinity (normalized) is 0. (7) The peptide sequence is EVVGSYIRY. The MHC is HLA-A02:11 with pseudo-sequence HLA-A02:11. The binding affinity (normalized) is 0.0847. (8) The peptide sequence is CTINYTIFK. The MHC is HLA-A03:01 with pseudo-sequence HLA-A03:01. The binding affinity (normalized) is 0.518. (9) The peptide sequence is IRNLVKRYK. The MHC is HLA-B40:01 with pseudo-sequence HLA-B40:01. The binding affinity (normalized) is 0.0847.